From a dataset of Peptide-MHC class II binding affinity with 134,281 pairs from IEDB. Regression. Given a peptide amino acid sequence and an MHC pseudo amino acid sequence, predict their binding affinity value. This is MHC class II binding data. (1) The peptide sequence is GKAKGSRAIWYMWLG. The MHC is HLA-DQA10501-DQB10303 with pseudo-sequence HLA-DQA10501-DQB10303. The binding affinity (normalized) is 0.284. (2) The peptide sequence is APEDKYEAFVLHFSE. The MHC is HLA-DQA10401-DQB10402 with pseudo-sequence HLA-DQA10401-DQB10402. The binding affinity (normalized) is 0.515. (3) The peptide sequence is QLSALWARFPLPVIP. The MHC is DRB4_0101 with pseudo-sequence DRB4_0103. The binding affinity (normalized) is 0.572. (4) The peptide sequence is FWRGENGRKTRSAYE. The MHC is DRB1_0901 with pseudo-sequence DRB1_0901. The binding affinity (normalized) is 0.281. (5) The peptide sequence is SLKTALTGAMRVTKD. The MHC is DRB1_1302 with pseudo-sequence DRB1_1302. The binding affinity (normalized) is 0.373.